From a dataset of NCI-60 drug combinations with 297,098 pairs across 59 cell lines. Regression. Given two drug SMILES strings and cell line genomic features, predict the synergy score measuring deviation from expected non-interaction effect. Drug 1: CN(C)C(=N)N=C(N)N. Drug 2: CN1C(=O)N2C=NC(=C2N=N1)C(=O)N. Cell line: HCT116. Synergy scores: CSS=-2.08, Synergy_ZIP=3.63, Synergy_Bliss=0.533, Synergy_Loewe=-1.52, Synergy_HSA=-1.76.